This data is from Peptide-MHC class II binding affinity with 134,281 pairs from IEDB. The task is: Regression. Given a peptide amino acid sequence and an MHC pseudo amino acid sequence, predict their binding affinity value. This is MHC class II binding data. (1) The peptide sequence is RAWDNTVVEFDSIPN. The MHC is DRB1_0101 with pseudo-sequence DRB1_0101. The binding affinity (normalized) is 0.199. (2) The peptide sequence is GVTVIKNNMINNDLGP. The MHC is DRB1_0401 with pseudo-sequence DRB1_0401. The binding affinity (normalized) is 0.366. (3) The peptide sequence is GWSSLGREYAAVAEE. The MHC is DRB1_0101 with pseudo-sequence DRB1_0101. The binding affinity (normalized) is 0.432. (4) The peptide sequence is FVVFLVAAALGGLAA. The MHC is HLA-DPA10103-DPB10401 with pseudo-sequence HLA-DPA10103-DPB10401. The binding affinity (normalized) is 0.351. (5) The peptide sequence is GTTVYGAFDPLLAVA. The MHC is H-2-IAd with pseudo-sequence H-2-IAd. The binding affinity (normalized) is 0.189. (6) The peptide sequence is YDKFLANVSTVLEGK. The MHC is DRB1_0404 with pseudo-sequence DRB1_0404. The binding affinity (normalized) is 0.733. (7) The peptide sequence is NLWKMKTGRRGSANG. The MHC is HLA-DQA10501-DQB10302 with pseudo-sequence HLA-DQA10501-DQB10302. The binding affinity (normalized) is 0. (8) The peptide sequence is FQDAYNAAGGHNAVF. The MHC is H-2-IEd with pseudo-sequence H-2-IEd. The binding affinity (normalized) is 0.189.